Dataset: Catalyst prediction with 721,799 reactions and 888 catalyst types from USPTO. Task: Predict which catalyst facilitates the given reaction. (1) Reactant: [NH2:1][C:2]1[CH:3]=[C:4]([C:8]2[C:17]3[C:12](=[C:13]([C:18]4[CH:23]=[CH:22][CH:21]=[CH:20][CH:19]=4)[CH:14]=[CH:15][CH:16]=3)[C:11]([NH:24][CH2:25][C:26]3[CH:31]=[CH:30][CH:29]=[CH:28][CH:27]=3)=[N:10][N:9]=2)[CH:5]=[N:6][CH:7]=1.N1C=CC=CC=1.[C:38](Cl)(=[O:40])[CH3:39]. Product: [CH2:25]([NH:24][C:11]1[C:12]2[C:17](=[CH:16][CH:15]=[CH:14][C:13]=2[C:18]2[CH:23]=[CH:22][CH:21]=[CH:20][CH:19]=2)[C:8]([C:4]2[CH:3]=[C:2]([NH:1][C:38](=[O:40])[CH3:39])[CH:7]=[N:6][CH:5]=2)=[N:9][N:10]=1)[C:26]1[CH:31]=[CH:30][CH:29]=[CH:28][CH:27]=1. The catalyst class is: 2. (2) Reactant: [OH-].[Li+].[F:3][C:4]1[CH:5]=[C:6]([NH:11][C:12]2[N:21]=[CH:20][CH:19]=[CH:18][C:13]=2[C:14]([O:16]C)=[O:15])[CH:7]=[C:8]([F:10])[CH:9]=1. Product: [F:10][C:8]1[CH:7]=[C:6]([NH:11][C:12]2[N:21]=[CH:20][CH:19]=[CH:18][C:13]=2[C:14]([OH:16])=[O:15])[CH:5]=[C:4]([F:3])[CH:9]=1. The catalyst class is: 20. (3) Reactant: [CH2:1]([C:3]1[CH:4]=[C:5]([C:11]2[CH:16]=[CH:15][C:14]([C:17]3[CH:21]=[CH:20][N:19]([CH2:22][C:23]([NH:25][CH2:26][C:27]4[CH:28]=[N:29][CH:30]=[CH:31][CH:32]=4)=[O:24])[N:18]=3)=[CH:13][CH:12]=2)[CH:6]=[CH:7][C:8]=1[O:9]C)[CH3:2].C(=O)=O.CC(C)=O.B(Br)(Br)Br.CC#N. Product: [CH2:1]([C:3]1[CH:4]=[C:5]([C:11]2[CH:12]=[CH:13][C:14]([C:17]3[CH:21]=[CH:20][N:19]([CH2:22][C:23]([NH:25][CH2:26][C:27]4[CH:28]=[N:29][CH:30]=[CH:31][CH:32]=4)=[O:24])[N:18]=3)=[CH:15][CH:16]=2)[CH:6]=[CH:7][C:8]=1[OH:9])[CH3:2]. The catalyst class is: 34. (4) Reactant: [Br:1][C:2]1[CH:9]=[CH:8][C:5]([CH2:6]Br)=[CH:4][CH:3]=1.C(N(CC)CC)C.C[C@@:18]1([OH:24])[CH2:23][CH2:22][CH2:21][NH:20][CH2:19]1. Product: [Br:1][C:2]1[CH:9]=[CH:8][C:5]([CH2:6][N:20]2[CH2:21][CH2:22][CH2:23][C@@H:18]([OH:24])[CH2:19]2)=[CH:4][CH:3]=1. The catalyst class is: 1. (5) Reactant: [C:1]([O:8][CH3:9])(=[O:7])[CH2:2][C:3]([O:5][CH3:6])=[O:4].[CH3:10][O:11][C:12]1[CH:13]=[C:14]([CH:17]=[CH:18][C:19]=1[CH3:20])[CH2:15]Br. Product: [CH3:10][O:11][C:12]1[CH:13]=[C:14]([CH:17]=[CH:18][C:19]=1[CH3:20])[CH2:15][CH:2]([C:1]([O:8][CH3:9])=[O:7])[C:3]([O:5][CH3:6])=[O:4]. The catalyst class is: 5. (6) Reactant: [CH3:1][O:2][CH2:3][C@@H:4]1[CH2:8][CH2:7][CH2:6][N:5]1[S:9]([C:12]1[CH:13]=[C:14]2[C:18](=[CH:19][CH:20]=1)[N:17]([CH2:21][CH2:22][C:23]#[N:24])[C:16](=O)[C:15]12[O:30][CH2:29][CH2:28][CH2:27][O:26]1)(=[O:11])=[O:10].N.C1COCC1.[H][H]. Product: [CH3:1][O:2][CH2:3][C@@H:4]1[CH2:8][CH2:7][CH2:6][N:5]1[S:9]([C:12]1[CH:20]=[CH:19][C:18]2[N:17]3[CH2:21][CH2:22][CH2:23][N:24]=[C:16]3[C:15]3([O:26][CH2:27][CH2:28][CH2:29][O:30]3)[C:14]=2[CH:13]=1)(=[O:11])=[O:10]. The catalyst class is: 592.